Dataset: Forward reaction prediction with 1.9M reactions from USPTO patents (1976-2016). Task: Predict the product of the given reaction. (1) Given the reactants Cl.[NH2:2][CH2:3][CH2:4][CH2:5][CH2:6][CH2:7][CH2:8][C:9]([O:11][CH2:12][CH3:13])=[O:10].C(N(CC)C(C)C)(C)C.[Cl:23][C:24]1[CH:32]=[C:31]([S:33](Cl)(=[O:35])=[O:34])[CH:30]=[CH:29][C:25]=1[C:26]([OH:28])=[O:27].Cl, predict the reaction product. The product is: [Cl:23][C:24]1[CH:32]=[C:31]([S:33](=[O:35])(=[O:34])[NH:2][CH2:3][CH2:4][CH2:5][CH2:6][CH2:7][CH2:8][C:9]([O:11][CH2:12][CH3:13])=[O:10])[CH:30]=[CH:29][C:25]=1[C:26]([OH:28])=[O:27]. (2) Given the reactants [OH:1][C:2]1[CH:3]=[C:4]([CH:7]=[CH:8][CH:9]=1)[CH:5]=[O:6].C(N(CC)C(C1C=C([C@H](C2C=CC=C(O)C=2)N2[C@@H](C)CN(CC3C=C(C=CC=3)OCC(O)=O)[C@H](C)C2)C=CC=1)=O)C.C(=O)([O-])[O-].[K+].[K+].Br[CH2:58][C:59]([O:61][CH2:62][CH3:63])=[O:60], predict the reaction product. The product is: [CH:5]([C:4]1[CH:3]=[C:2]([CH:9]=[CH:8][CH:7]=1)[O:1][CH2:58][C:59]([O:61][CH2:62][CH3:63])=[O:60])=[O:6]. (3) Given the reactants [F:1][CH:2]([F:14])[O:3][C:4]1[CH:5]=[C:6]2[C:10](=[CH:11][CH:12]=1)[NH:9][N:8]=[C:7]2I.C([Mg]Cl)(C)C.Cl[Sn:21]([CH2:30][CH2:31][CH2:32][CH3:33])([CH2:26][CH2:27][CH2:28][CH3:29])[CH2:22][CH2:23][CH2:24][CH3:25], predict the reaction product. The product is: [F:1][CH:2]([F:14])[O:3][C:4]1[CH:5]=[C:6]2[C:10](=[CH:11][CH:12]=1)[NH:9][N:8]=[C:7]2[Sn:21]([CH2:26][CH2:27][CH2:28][CH3:29])([CH2:30][CH2:31][CH2:32][CH3:33])[CH2:22][CH2:23][CH2:24][CH3:25]. (4) Given the reactants [C:1]([C:5]1[N:10]=[C:9]([N:11]2[CH2:16][CH2:15][N:14]([CH2:17][CH2:18][CH2:19][Cl:20])[CH2:13][CH2:12]2)[CH:8]=[C:7]([CH:21]2[CH2:23][CH2:22]2)[N:6]=1)([CH3:4])([CH3:3])[CH3:2].[CH3:24][N:25]1[C:29]([C:30]([F:33])([F:32])[F:31])=[N:28][N:27]=[C:26]1[SH:34].[OH-].[Li+].[I-].[Na+], predict the reaction product. The product is: [ClH:20].[C:1]([C:5]1[N:10]=[C:9]([N:11]2[CH2:16][CH2:15][N:14]([CH2:17][CH2:18][CH2:19][S:34][C:26]3[N:25]([CH3:24])[C:29]([C:30]([F:32])([F:31])[F:33])=[N:28][N:27]=3)[CH2:13][CH2:12]2)[CH:8]=[C:7]([CH:21]2[CH2:23][CH2:22]2)[N:6]=1)([CH3:4])([CH3:3])[CH3:2].[ClH:20]. (5) The product is: [OH:10][CH2:9][C:4]1[C:3]([O:2][CH3:1])=[CH:8][CH:7]=[CH:6][N:5]=1. Given the reactants [CH3:1][O:2][C:3]1[C:4]([C:9](OC)=[O:10])=[N:5][CH:6]=[CH:7][CH:8]=1.[H-].[Al+3].[Li+].[H-].[H-].[H-], predict the reaction product. (6) Given the reactants [F:1][C:2]1[CH:3]=[CH:4][C:5]2[N:9]=[C:8]([C@@H:10]([NH2:12])[CH3:11])[N:7]([C:13]3[CH:18]=[CH:17][CH:16]=[CH:15][N:14]=3)[C:6]=2[CH:19]=1.Cl[C:21]1[N:29]=[C:28]([C:30]([F:33])([F:32])[F:31])[N:27]=[C:26]2[C:22]=1[N:23]=[CH:24][NH:25]2.CCN(C(C)C)C(C)C, predict the reaction product. The product is: [NH3:7].[F:1][C:2]1[CH:3]=[CH:4][C:5]2[N:9]=[C:8]([C@@H:10]([NH:12][C:21]3[N:29]=[C:28]([C:30]([F:33])([F:32])[F:31])[N:27]=[C:26]4[C:22]=3[N:23]=[CH:24][NH:25]4)[CH3:11])[N:7]([C:13]3[CH:18]=[CH:17][CH:16]=[CH:15][N:14]=3)[C:6]=2[CH:19]=1. (7) Given the reactants [O:1]=[C:2]1[CH:7]=[C:6]([CH2:8][CH2:9][N:10]2[C:18](=[O:19])[C:17]3[C:12](=[CH:13][CH:14]=[CH:15][CH:16]=3)[C:11]2=[O:20])[CH:5]=[CH:4][NH:3]1.[C:21]([O-])([O-])=O.[K+].[K+], predict the reaction product. The product is: [CH3:21][N:3]1[CH:4]=[CH:5][C:6]([CH2:8][CH2:9][N:10]2[C:18](=[O:19])[C:17]3[C:12](=[CH:13][CH:14]=[CH:15][CH:16]=3)[C:11]2=[O:20])=[CH:7][C:2]1=[O:1].